This data is from Catalyst prediction with 721,799 reactions and 888 catalyst types from USPTO. The task is: Predict which catalyst facilitates the given reaction. (1) Product: [OH:11][CH2:10][C@@H:9]([NH:8][C:6](=[O:7])[O:5][C:1]([CH3:4])([CH3:3])[CH3:2])[CH2:14][NH:15][C:16](=[O:17])[O:18][C:19]([CH3:21])([CH3:22])[CH3:20]. The catalyst class is: 219. Reactant: [C:1]([O:5][C:6]([NH:8][C@@H:9]([CH2:14][NH:15][C:16]([O:18][C:19]([CH3:22])([CH3:21])[CH3:20])=[O:17])[C:10](OC)=[O:11])=[O:7])([CH3:4])([CH3:3])[CH3:2].[Cl-].[Li+].[BH4-].[Na+].C(O)(=O)C. (2) Reactant: [OH:1][C:2]1[CH:11]=[CH:10][C:5]([C:6]([O:8][CH3:9])=[O:7])=[CH:4][CH:3]=1.N1C=CC=CC=1.[F:18][C:19]([F:32])([F:31])[S:20](O[S:20]([C:19]([F:32])([F:31])[F:18])(=[O:22])=[O:21])(=[O:22])=[O:21].C(=O)(O)[O-].[Na+]. Product: [F:18][C:19]([F:32])([F:31])[S:20]([O:1][C:2]1[CH:3]=[CH:4][C:5]([C:6]([O:8][CH3:9])=[O:7])=[CH:10][CH:11]=1)(=[O:22])=[O:21]. The catalyst class is: 4. (3) Reactant: [CH3:1][O:2][C:3]([C:5]1[CH:14]=[CH:13][C:8]2[NH:9][C:10]([Cl:12])=[N:11][C:7]=2[CH:6]=1)=[O:4].CCN(C(C)C)C(C)C.Cl[CH2:25][O:26][CH2:27][CH2:28][O:29][CH3:30]. Product: [CH3:1][O:2][C:3]([C:5]1[CH:14]=[CH:13][C:8]2[N:9]([CH2:25][O:26][CH2:27][CH2:28][O:29][CH3:30])[C:10]([Cl:12])=[N:11][C:7]=2[CH:6]=1)=[O:4]. The catalyst class is: 1. (4) Reactant: [NH:1]1[C:9]2[C:4](=[C:5]([O:10][CH2:11][C@@H:12]3[CH2:16][CH2:15][CH2:14][N:13]3C(OC(C)(C)C)=O)[CH:6]=[CH:7][CH:8]=2)[CH:3]=[N:2]1.[H-].[Na+].[C:26]1([S:32](Cl)(=[O:34])=[O:33])[CH:31]=[CH:30][CH:29]=[CH:28][CH:27]=1.[F:36][C:37]([F:42])([F:41])[C:38]([OH:40])=[O:39]. Product: [F:36][C:37]([F:42])([F:41])[C:38]([OH:40])=[O:39].[C:26]1([S:32]([N:1]2[C:9]3[C:4](=[C:5]([O:10][CH2:11][C@@H:12]4[CH2:16][CH2:15][CH2:14][NH:13]4)[CH:6]=[CH:7][CH:8]=3)[CH:3]=[N:2]2)(=[O:34])=[O:33])[CH:31]=[CH:30][CH:29]=[CH:28][CH:27]=1. The catalyst class is: 9. (5) Reactant: Cl[CH:2]([CH:15]1[CH2:20][CH2:19][CH2:18][CH2:17][CH2:16]1)[C:3]1[C:7]2[CH:8]=[CH:9][C:10]([O:12][CH3:13])=[CH:11][C:6]=2[O:5][C:4]=1[CH3:14].[NH2:21][C:22]1[CH:27]=[CH:26][C:25]([C:28]([N:30]([CH3:38])[CH2:31][CH2:32][C:33]([O:35][CH2:36][CH3:37])=[O:34])=[O:29])=[CH:24][CH:23]=1.[I-].[Na+].C(=O)([O-])[O-].[Na+].[Na+].[Cl-].[NH4+]. Product: [CH:15]1([CH:2]([NH:21][C:22]2[CH:23]=[CH:24][C:25]([C:28]([N:30]([CH3:38])[CH2:31][CH2:32][C:33]([O:35][CH2:36][CH3:37])=[O:34])=[O:29])=[CH:26][CH:27]=2)[C:3]2[C:7]3[CH:8]=[CH:9][C:10]([O:12][CH3:13])=[CH:11][C:6]=3[O:5][C:4]=2[CH3:14])[CH2:20][CH2:19][CH2:18][CH2:17][CH2:16]1. The catalyst class is: 9. (6) Reactant: [CH2:1]([O:8][C:9]1[C:10]([C:18]([O:20][CH3:21])=[O:19])=[N:11][NH:12][C:13]=1[C:14]([O:16][CH3:17])=[O:15])[C:2]1[CH:7]=[CH:6][CH:5]=[CH:4][CH:3]=1.C([O-])([O-])=O.[Cs+].[Cs+].[Br:28][CH:29](Br)[CH3:30]. Product: [CH2:1]([O:8][C:9]1[C:13]([C:14]([O:16][CH3:17])=[O:15])=[N:12][N:11]([CH2:30][CH2:29][Br:28])[C:10]=1[C:18]([O:20][CH3:21])=[O:19])[C:2]1[CH:7]=[CH:6][CH:5]=[CH:4][CH:3]=1. The catalyst class is: 3. (7) Reactant: [Br:1][C:2]1[CH:3]=[N:4][C:5]2[C:10]([CH:11]=1)=[CH:9][C:8]([OH:12])=[CH:7][CH:6]=2.[CH3:13][O:14][C:15](=[O:18])[CH2:16]Br.C(=O)([O-])[O-].[K+].[K+]. Product: [CH3:13][O:14][C:15](=[O:18])[CH2:16][O:12][C:8]1[CH:9]=[C:10]2[C:5](=[CH:6][CH:7]=1)[N:4]=[CH:3][C:2]([Br:1])=[CH:11]2. The catalyst class is: 3.